This data is from Reaction yield outcomes from USPTO patents with 853,638 reactions. The task is: Predict the reaction yield, written as a fraction of the theoretical maximum amount of product (1.0 means a 100% yield; for example, 0.34 means a 34% yield). (1) The reactants are CS(Cl)(=O)=[O:3].Cl[C:7]1[N:12]=[C:11]([N:13]([CH3:18])[C@@H:14]([CH3:17])[CH2:15]O)[CH:10]=[C:9]([Cl:19])[N:8]=1.C(N(CC)CC)C. The catalyst is O1CCCC1. The product is [Cl:19][C:9]1[CH:10]=[C:11]2[N:13]([CH3:18])[C@@H:14]([CH3:17])[CH2:15][N:12]2[C:7](=[O:3])[N:8]=1. The yield is 0.860. (2) The reactants are [CH3:1][P:2](=[O:7])([O:5][CH3:6])[O:3][CH3:4].C([Li])CCC.C([O:15][C:16](=O)[CH2:17][CH2:18][CH2:19][CH2:20][C:21]1[CH:22]=[CH:23][C:24]2[CH2:30][CH2:29][CH2:28][CH2:27][NH:26][C:25]=2[N:31]=1)C.[Cl-].[NH4+]. The catalyst is C1COCC1.CO. The product is [CH3:4][O:3][P:2]([CH2:1][C:16](=[O:15])[CH2:17][CH2:18][CH2:19][CH2:20][C:21]1[CH:22]=[CH:23][C:24]2[CH2:30][CH2:29][CH2:28][CH2:27][NH:26][C:25]=2[N:31]=1)(=[O:7])[O:5][CH3:6]. The yield is 0.950. (3) The reactants are [C:1]([O:5][C:6](=[O:23])[NH:7][C:8]1[S:9][CH:10]=[CH:11][C@:12]([C:15]2[CH:20]=[CH:19][CH:18]=[C:17]([F:21])[C:16]=2[F:22])([CH3:14])[N:13]=1)([CH3:4])([CH3:3])[CH3:2].C(=O)([O-])[O-].[K+].[K+].[CH3:30][O:31][C:32]1[CH:39]=[CH:38][C:35]([CH2:36]Cl)=[CH:34][CH:33]=1. The catalyst is CN(C=O)C. The product is [C:1]([O:5][C:6](=[O:23])[N:7]([C:8]1[S:9][CH:10]=[CH:11][C@:12]([C:15]2[CH:20]=[CH:19][CH:18]=[C:17]([F:21])[C:16]=2[F:22])([CH3:14])[N:13]=1)[CH2:36][C:35]1[CH:38]=[CH:39][C:32]([O:31][CH3:30])=[CH:33][CH:34]=1)([CH3:2])([CH3:3])[CH3:4]. The yield is 0.760. (4) The reactants are [CH3:1][N:2]1[C:6]([C:7]([C:9]2[CH:14]=[CH:13][CH:12]=[CH:11][CH:10]=2)=O)=[CH:5][N:4]=[CH:3]1.Cl.[NH2:16][OH:17]. The catalyst is N1C=CC=CC=1. The product is [OH:17][N:16]=[C:7]([C:6]1[N:2]([CH3:1])[CH:3]=[N:4][CH:5]=1)[C:9]1[CH:14]=[CH:13][CH:12]=[CH:11][CH:10]=1. The yield is 0.420. (5) The reactants are [C:1](#[N:5])[CH2:2][C:3]#[N:4].C([O-])([O-])=O.[K+].[K+].Cl[C:13]1[N:18]=[C:17]([N:19]2[CH2:24][CH2:23][CH:22]([C:25]3[C:33]4[C:28](=[N:29][CH:30]=[CH:31][CH:32]=4)[NH:27][N:26]=3)[CH2:21][CH2:20]2)[N:16]=[C:15]([O:34][CH2:35][C@H:36]2[CH2:38][C@H:37]2[C:39]#[N:40])[N:14]=1.CCOC(C)=O.CO. The catalyst is CC#N.CS(C)=O. The product is [C:39]([C@@H:37]1[CH2:38][C@@H:36]1[CH2:35][O:34][C:15]1[N:16]=[C:17]([N:19]2[CH2:24][CH2:23][CH:22]([C:25]3[C:33]4[C:28](=[N:29][CH:30]=[CH:31][CH:32]=4)[NH:27][N:26]=3)[CH2:21][CH2:20]2)[N:18]=[C:13]([CH:2]([C:1]#[N:5])[C:3]#[N:4])[N:14]=1)#[N:40]. The yield is 0.600. (6) The reactants are [Cl:1][C:2]1[CH:7]=[CH:6][C:5]([CH:8]([C:25]2[CH:30]=[CH:29][CH:28]=[CH:27][CH:26]=2)[N:9]2[CH2:14][CH2:13][N:12](S(C3C=CC(C)=CC=3)(=O)=O)[CH2:11][CH2:10]2)=[CH:4][CH:3]=1.OC1C=CC(C(O)=O)=CC=1.Br.O. The catalyst is C(O)(=O)C. The product is [Cl:1][C:2]1[CH:3]=[CH:4][C:5]([CH:8]([C:25]2[CH:26]=[CH:27][CH:28]=[CH:29][CH:30]=2)[N:9]2[CH2:10][CH2:11][NH:12][CH2:13][CH2:14]2)=[CH:6][CH:7]=1. The yield is 0.848.